Dataset: Forward reaction prediction with 1.9M reactions from USPTO patents (1976-2016). Task: Predict the product of the given reaction. (1) Given the reactants C[O:2][P:3]([CH2:7][N:8]([S:10]([C:13]1[S:14][C:15]2[CH:21]=[CH:20][CH:19]=[CH:18][C:16]=2[CH:17]=1)(=[O:12])=[O:11])[CH3:9])(=[O:6])[O:4]C.Br[Si](C)(C)C, predict the reaction product. The product is: [S:14]1[C:15]2[CH:21]=[CH:20][CH:19]=[CH:18][C:16]=2[CH:17]=[C:13]1[S:10]([N:8]([CH2:7][P:3](=[O:2])([OH:6])[OH:4])[CH3:9])(=[O:11])=[O:12]. (2) Given the reactants [CH2:1]([O:8][N:9]1[C:15](=[O:16])[N:14]2[CH2:17][C@H:10]1[CH2:11][CH2:12][C@H:13]2[C:18]([O:20]C)=[O:19])[C:2]1[CH:7]=[CH:6][CH:5]=[CH:4][CH:3]=1.O1CCCC1.[OH-].[Li+], predict the reaction product. The product is: [CH2:1]([O:8][N:9]1[C:15](=[O:16])[N:14]2[CH2:17][C@H:10]1[CH2:11][CH2:12][C@H:13]2[C:18]([OH:20])=[O:19])[C:2]1[CH:7]=[CH:6][CH:5]=[CH:4][CH:3]=1. (3) Given the reactants C([N:8]1[C:16]2[C:11](=[CH:12][CH:13]=[C:14]([OH:17])[CH:15]=2)[C:10]([CH:18]2[CH2:20][CH2:19]2)=[N:9]1)C1C=CC=CC=1.[ClH:21], predict the reaction product. The product is: [ClH:21].[CH:18]1([C:10]2[C:11]3[C:16](=[CH:15][C:14]([OH:17])=[CH:13][CH:12]=3)[NH:8][N:9]=2)[CH2:20][CH2:19]1. (4) Given the reactants [CH3:1][O:2][C:3]1[CH:9]=[CH:8][C:6]([NH2:7])=[CH:5][CH:4]=1.[Cl:10][S:11]([C:14]1[CH:15]=[C:16]([CH:20]=[CH:21][CH:22]=1)[C:17](Cl)=[O:18])(=[O:13])=[O:12], predict the reaction product. The product is: [CH3:1][O:2][C:3]1[CH:9]=[CH:8][C:6]([NH:7][C:17]([C:16]2[CH:15]=[C:14]([S:11]([Cl:10])(=[O:13])=[O:12])[CH:22]=[CH:21][CH:20]=2)=[O:18])=[CH:5][CH:4]=1. (5) Given the reactants [C:1]([NH:8][C@H:9]([C:21]([OH:23])=O)[CH2:10][C:11]1[CH:16]=[CH:15][C:14]([O:17][CH2:18][CH:19]=[CH2:20])=[CH:13][CH:12]=1)([O:3][C:4]([CH3:7])([CH3:6])[CH3:5])=[O:2].CN(C(ON1N=NC2C=CC=NC1=2)=[N+](C)C)C.F[P-](F)(F)(F)(F)F.Cl.[CH3:49][O:50][C:51](=[O:57])[C@H:52]([CH:54]([CH3:56])[CH3:55])[NH2:53].CCN(C(C)C)C(C)C, predict the reaction product. The product is: [CH3:49][O:50][C:51](=[O:57])[C@@H:52]([NH:53][C:21](=[O:23])[C@@H:9]([NH:8][C:1]([O:3][C:4]([CH3:5])([CH3:6])[CH3:7])=[O:2])[CH2:10][C:11]1[CH:12]=[CH:13][C:14]([O:17][CH2:18][CH:19]=[CH2:20])=[CH:15][CH:16]=1)[CH:54]([CH3:56])[CH3:55]. (6) Given the reactants [CH:1]1([CH2:4][N:5]2[CH:9]=[C:8](I)[CH:7]=[N:6]2)[CH2:3][CH2:2]1.CCN(CC)CC.[C:18]([O:22][CH2:23][CH3:24])(=[O:21])[CH:19]=[CH2:20], predict the reaction product. The product is: [CH2:23]([O:22][C:18](=[O:21])/[CH:19]=[CH:20]/[C:8]1[CH:7]=[N:6][N:5]([CH2:4][CH:1]2[CH2:3][CH2:2]2)[CH:9]=1)[CH3:24]. (7) Given the reactants [NH:1]1[CH:5]=[C:4]([B:6]2[O:14][C:11]([CH3:13])([CH3:12])[C:8]([CH3:10])([CH3:9])[O:7]2)[CH:3]=[N:2]1.[CH3:15][O:16][CH2:17][CH:18]1[O:20][CH2:19]1, predict the reaction product. The product is: [CH3:15][O:16][CH2:17][CH:18]([OH:20])[CH2:19][N:2]1[CH:3]=[C:4]([B:6]2[O:7][C:8]([CH3:9])([CH3:10])[C:11]([CH3:13])([CH3:12])[O:14]2)[CH:5]=[N:1]1. (8) Given the reactants [S:1]1[CH2:6][CH2:5][CH2:4][S:3][C:2]1([C:15]([F:22])([F:21])[C:16]([O:18]CC)=O)[C:7]([F:14])([F:13])[C:8]([O:10]CC)=O.[CH2:23]([NH2:30])[C:24]1[CH:29]=[CH:28][CH:27]=[CH:26][CH:25]=1, predict the reaction product. The product is: [CH2:23]([N:30]1[C:8](=[O:10])[C:7]([F:13])([F:14])[C:2]2([S:1][CH2:6][CH2:5][CH2:4][S:3]2)[C:15]([F:21])([F:22])[C:16]1=[O:18])[C:24]1[CH:29]=[CH:28][CH:27]=[CH:26][CH:25]=1. (9) Given the reactants CN(C(ON1N=NC2C=CC=NC1=2)=[N+](C)C)C.F[P-](F)(F)(F)(F)F.[CH3:25][C:26]1[N:31]=[C:30]([C:32]([OH:34])=O)[CH:29]=[CH:28][CH:27]=1.FC(F)(F)C(O)=O.[CH3:42][O:43][C:44]1[CH:64]=[CH:63][C:47]([O:48][C:49]2[CH:62]=[CH:61][C:52]([CH2:53][NH:54][C:55]([C:57]3([NH2:60])[CH2:59][CH2:58]3)=[O:56])=[CH:51][CH:50]=2)=[C:46]([C:65]([F:68])([F:67])[F:66])[CH:45]=1, predict the reaction product. The product is: [CH3:42][O:43][C:44]1[CH:64]=[CH:63][C:47]([O:48][C:49]2[CH:62]=[CH:61][C:52]([CH2:53][NH:54][C:55]([C:57]3([NH:60][C:32]([C:30]4[CH:29]=[CH:28][CH:27]=[C:26]([CH3:25])[N:31]=4)=[O:34])[CH2:58][CH2:59]3)=[O:56])=[CH:51][CH:50]=2)=[C:46]([C:65]([F:66])([F:67])[F:68])[CH:45]=1. (10) Given the reactants Br[CH2:2][C:3]([O:5][C:6]([CH3:9])([CH3:8])[CH3:7])=[O:4].[NH2:10][CH2:11][C@@H:12]([OH:14])[CH3:13].C(N(C(C)C)CC)(C)C.C(Cl)Cl.CO, predict the reaction product. The product is: [OH:14][C@@H:12]([CH3:13])[CH2:11][NH:10][CH2:2][C:3]([O:5][C:6]([CH3:9])([CH3:8])[CH3:7])=[O:4].